Dataset: Full USPTO retrosynthesis dataset with 1.9M reactions from patents (1976-2016). Task: Predict the reactants needed to synthesize the given product. (1) Given the product [CH3:1][O:2][C:3]1[CH:4]=[C:5]2[C:10](=[CH:11][C:12]=1[O:13][CH3:14])[N:9]=[CH:8][CH:7]=[C:6]2[O:15][C:16]1[C:23]([F:24])=[CH:22][CH:21]=[CH:20][C:17]=1[CH:18]([OH:19])[CH2:25][CH3:26], predict the reactants needed to synthesize it. The reactants are: [CH3:1][O:2][C:3]1[CH:4]=[C:5]2[C:10](=[CH:11][C:12]=1[O:13][CH3:14])[N:9]=[CH:8][CH:7]=[C:6]2[O:15][C:16]1[C:23]([F:24])=[CH:22][CH:21]=[CH:20][C:17]=1[CH:18]=[O:19].[CH2:25]([Mg]Br)[CH3:26].O. (2) Given the product [CH2:24]([O:15][C:10]1[CH:11]=[CH:12][CH:13]=[CH:14][C:9]=1[C:3]1[C:2]([Cl:1])=[CH:7][CH:6]=[CH:5][C:4]=1[Cl:8])[CH:23]=[CH2:22], predict the reactants needed to synthesize it. The reactants are: [Cl:1][C:2]1[CH:7]=[CH:6][CH:5]=[C:4]([Cl:8])[C:3]=1[C:9]1[C:10]([OH:15])=[CH:11][CH:12]=[CH:13][CH:14]=1.C(=O)([O-])[O-].[K+].[K+].[CH2:22](Br)[CH:23]=[CH2:24].O. (3) Given the product [F:1][C:2]1[CH:9]=[CH:8][C:5]2[C:6](=[O:18])[C:16]3[C:11]([S:10][C:4]=2[CH:3]=1)=[CH:12][C:13]([F:17])=[CH:14][CH:15]=3, predict the reactants needed to synthesize it. The reactants are: [F:1][C:2]1[CH:9]=[CH:8][C:5]([C:6]#N)=[C:4]([S:10][C:11]2[CH:16]=[CH:15][CH:14]=[C:13]([F:17])[CH:12]=2)[CH:3]=1.[OH2:18]. (4) Given the product [NH:24]1[CH2:9][CH2:10][CH:11]([O:14][C:15]2[CH:16]=[C:17]3[C:21](=[CH:22][CH:23]=2)[NH:20][N:19]=[CH:18]3)[CH2:12]1, predict the reactants needed to synthesize it. The reactants are: O1CCCCC1OC1C[CH2:12][CH:11]([O:14][C:15]2[CH:16]=[C:17]3[C:21](=[CH:22][CH:23]=2)[NH:20][N:19]=[CH:18]3)[CH2:10][CH2:9]1.[NH:24]1C2C(=CC(OC3CCC(O)CC3)=CC=2)C=N1.